Dataset: Forward reaction prediction with 1.9M reactions from USPTO patents (1976-2016). Task: Predict the product of the given reaction. (1) The product is: [OH:1][CH:2]1[CH2:7][CH2:6][CH2:5][CH2:4][CH:3]1[NH:8][C:9](=[O:19])/[CH:10]=[CH:31]/[C:30]1[CH:33]=[CH:34][CH:35]=[CH:36][C:29]=1[S:28][C:24]1[CH:25]=[CH:26][CH:27]=[C:22]([O:21][CH3:20])[CH:23]=1. Given the reactants [OH:1][CH:2]1[CH2:7][CH2:6][CH2:5][CH2:4][CH:3]1[NH:8][C:9](=[O:19])[CH2:10]P(=O)(OCC)OCC.[CH3:20][O:21][C:22]1[CH:23]=[C:24]([S:28][C:29]2[CH:36]=[CH:35][CH:34]=[CH:33][C:30]=2[CH:31]=O)[CH:25]=[CH:26][CH:27]=1, predict the reaction product. (2) Given the reactants C([O:3][C:4]([C:6]1[S:7][C:8]2[CH:14]=[CH:13][C:12]([C:15]([F:18])([F:17])[F:16])=[CH:11][C:9]=2[N:10]=1)=[O:5])C.[OH-].[Na+:20], predict the reaction product. The product is: [Na+:20].[F:18][C:15]([F:16])([F:17])[C:12]1[CH:13]=[CH:14][C:8]2[S:7][C:6]([C:4]([O-:5])=[O:3])=[N:10][C:9]=2[CH:11]=1.